This data is from Catalyst prediction with 721,799 reactions and 888 catalyst types from USPTO. The task is: Predict which catalyst facilitates the given reaction. (1) Reactant: [Cl:1][C:2]1[CH:3]=[C:4]2[C:9](=[CH:10][C:11]=1[O:12][C:13]1[CH:18]=[CH:17][C:16]([C:19](=[O:35])[NH:20][C:21]3[N:26]=[CH:25][C:24]([C:27]4[CH:28]=[N:29][C:30]([O:33][CH3:34])=[CH:31][CH:32]=4)=[CH:23][CH:22]=3)=[CH:15][CH:14]=1)[O:8][CH2:7][CH2:6][CH:5]2[C:36]([OH:38])=[O:37].C[O-].[Na+:41].CO. Product: [Cl:1][C:2]1[CH:3]=[C:4]2[C:9](=[CH:10][C:11]=1[O:12][C:13]1[CH:18]=[CH:17][C:16]([C:19](=[O:35])[NH:20][C:21]3[N:26]=[CH:25][C:24]([C:27]4[CH:28]=[N:29][C:30]([O:33][CH3:34])=[CH:31][CH:32]=4)=[CH:23][CH:22]=3)=[CH:15][CH:14]=1)[O:8][CH2:7][CH2:6][CH:5]2[C:36]([O-:38])=[O:37].[Na+:41]. The catalyst class is: 36. (2) Reactant: [Cl:1][C:2]1[CH:20]=[CH:19][C:5]([O:6][C:7]2[CH:12]=[CH:11][CH:10]=[CH:9][C:8]=2/[CH:13]=[CH:14]/[C:15](OC)=[O:16])=[CH:4][CH:3]=1.[NH2:21][OH:22].O.[OH-].[Na+].CCOC(C)=O. Product: [Cl:1][C:2]1[CH:20]=[CH:19][C:5]([O:6][C:7]2[CH:12]=[CH:11][CH:10]=[CH:9][C:8]=2/[CH:13]=[CH:14]/[C:15]([NH:21][OH:22])=[O:16])=[CH:4][CH:3]=1. The catalyst class is: 378. (3) Reactant: [CH2:1]([O:3][C:4]([C:6]([C:17](=O)[CH2:18][CH2:19][C:20]1[CH:25]=[CH:24][C:23]([F:26])=[CH:22][CH:21]=1)=[CH:7][C:8]1[CH:16]=[CH:15][C:11]([C:12]([OH:14])=[O:13])=[CH:10][CH:9]=1)=[O:5])[CH3:2].CC[O-].[Na+].Cl.[NH2:33][C:34]1[N:38]2[CH2:39][CH2:40][CH2:41][N:37]2[C:36](=[O:42])[CH:35]=1. Product: [CH2:1]([O:3][C:4]([C:6]1[CH:7]([C:8]2[CH:16]=[CH:15][C:11]([C:12]([OH:14])=[O:13])=[CH:10][CH:9]=2)[C:35]2[C:36](=[O:42])[N:37]3[CH2:41][CH2:40][CH2:39][N:38]3[C:34]=2[NH:33][C:17]=1[CH2:18][CH2:19][C:20]1[CH:25]=[CH:24][C:23]([F:26])=[CH:22][CH:21]=1)=[O:5])[CH3:2]. The catalyst class is: 14. (4) Reactant: [C:1]([O-:4])(=[O:3])[CH3:2].[C:5]([O-:8])(=O)[CH3:6].[C:9]([O-])(=[O:11])[CH3:10].C([O-])(=O)C.[Pb+4].CC1C=C(C)C=C(C2C=CC=CC=2)C=1B(O)O. Product: [CH3:10][C:9]([CH2:6][C:5]([CH2:2][C:1]([OH:4])=[O:3])=[O:8])=[O:11]. The catalyst class is: 22.